Dataset: CYP1A2 inhibition data for predicting drug metabolism from PubChem BioAssay. Task: Regression/Classification. Given a drug SMILES string, predict its absorption, distribution, metabolism, or excretion properties. Task type varies by dataset: regression for continuous measurements (e.g., permeability, clearance, half-life) or binary classification for categorical outcomes (e.g., BBB penetration, CYP inhibition). Dataset: cyp1a2_veith. (1) The compound is CCOc1cc2[nH]c(=S)n(CCCC(=O)NCc3ccco3)c(=O)c2cc1OCC. The result is 0 (non-inhibitor). (2) The drug is O=C(O)c1cc(N=Nc2ccc([N+](=O)[O-])cc2)ccc1O. The result is 0 (non-inhibitor).